Dataset: Aqueous solubility values for 9,982 compounds from the AqSolDB database. Task: Regression/Classification. Given a drug SMILES string, predict its absorption, distribution, metabolism, or excretion properties. Task type varies by dataset: regression for continuous measurements (e.g., permeability, clearance, half-life) or binary classification for categorical outcomes (e.g., BBB penetration, CYP inhibition). For this dataset (solubility_aqsoldb), we predict Y. (1) The drug is C1CN1. The Y is 1.37 log mol/L. (2) The molecule is O=[Co]. The Y is -5.80 log mol/L. (3) The compound is C=CCN1CC[C@]23c4c5ccc(O)c4O[C@H]2C(=O)CC[C@@]3(O)[C@H]1C5. The Y is -2.90 log mol/L. (4) The drug is CCC1(C/C=C2\CCCc3cc(OC)ccc32)C(=O)CCC1=O. The Y is -4.17 log mol/L. (5) The drug is Clc1cccc(-c2c(Cl)ccc(Cl)c2Cl)c1Cl. The Y is -6.78 log mol/L. (6) The compound is Clc1c(Cl)c(Br)c2c(c1Cl)C1=Nc3c4c(Cl)c(Br)c(Cl)c(Br)c4c4n3[Cu]n3c(c5c(Cl)c(Br)c(Cl)c(Br)c5c3=NC3=NC(=N4)c4c(Cl)c(Cl)c(Br)c(Cl)c43)=NC2=N1. The Y is -9.14 log mol/L. (7) The drug is CC12CCC(=O)C=C1C=CC1C2CCC2(C)C1CCC21CCC(=O)O1. The Y is -4.10 log mol/L. (8) The drug is O=c1n(C[C@@H]2CO2)c(=O)n(C[C@@H]2CO2)c(=O)n1C[C@@H]1CO1. The Y is -2.47 log mol/L.